This data is from Reaction yield outcomes from USPTO patents with 853,638 reactions. The task is: Predict the reaction yield, written as a fraction of the theoretical maximum amount of product (1.0 means a 100% yield; for example, 0.34 means a 34% yield). The reactants are Br[CH2:2][C:3]1[CH:12]=[CH:11][CH:10]=[CH:9][C:4]=1[C:5]([O:7][CH3:8])=[O:6].[CH2:13]([O:15][C:16]([C:18]1[CH:23]=[CH:22][C:21](B(O)O)=[C:20]([N+:27]([O-:29])=[O:28])[CH:19]=1)=[O:17])[CH3:14].C([O-])([O-])=O.[Na+].[Na+]. The catalyst is COCCOC.COCCOC.CCO.C1C=CC([P]([Pd]([P](C2C=CC=CC=2)(C2C=CC=CC=2)C2C=CC=CC=2)([P](C2C=CC=CC=2)(C2C=CC=CC=2)C2C=CC=CC=2)[P](C2C=CC=CC=2)(C2C=CC=CC=2)C2C=CC=CC=2)(C2C=CC=CC=2)C2C=CC=CC=2)=CC=1. The product is [CH2:13]([O:15][C:16](=[O:17])[C:18]1[CH:23]=[CH:22][C:21]([CH2:2][C:3]2[CH:12]=[CH:11][CH:10]=[CH:9][C:4]=2[C:5]([O:7][CH3:8])=[O:6])=[C:20]([N+:27]([O-:29])=[O:28])[CH:19]=1)[CH3:14]. The yield is 0.650.